From a dataset of Retrosynthesis with 50K atom-mapped reactions and 10 reaction types from USPTO. Predict the reactants needed to synthesize the given product. The reactants are: COC(=O)c1cccc(-c2nccs2)c1. Given the product O=C(O)c1cccc(-c2nccs2)c1, predict the reactants needed to synthesize it.